Dataset: Forward reaction prediction with 1.9M reactions from USPTO patents (1976-2016). Task: Predict the product of the given reaction. Given the reactants Br[C:2]1[CH:7]=[C:6]([N+:8]([O-:10])=[O:9])[CH:5]=[CH:4][C:3]=1[C:11]([CH3:14])([CH3:13])[CH3:12].[CH3:15][N:16](C=O)C, predict the reaction product. The product is: [C:11]([C:3]1[CH:4]=[CH:5][C:6]([N+:8]([O-:10])=[O:9])=[CH:7][C:2]=1[C:15]#[N:16])([CH3:14])([CH3:13])[CH3:12].